This data is from NCI-60 drug combinations with 297,098 pairs across 59 cell lines. The task is: Regression. Given two drug SMILES strings and cell line genomic features, predict the synergy score measuring deviation from expected non-interaction effect. Drug 1: C1CCC(C1)C(CC#N)N2C=C(C=N2)C3=C4C=CNC4=NC=N3. Drug 2: C(CC(=O)O)C(=O)CN.Cl. Cell line: EKVX. Synergy scores: CSS=6.94, Synergy_ZIP=-4.49, Synergy_Bliss=-6.13, Synergy_Loewe=-5.46, Synergy_HSA=-4.12.